From a dataset of Forward reaction prediction with 1.9M reactions from USPTO patents (1976-2016). Predict the product of the given reaction. (1) Given the reactants [OH-].[NH3:2].[Br:3][C:4]1[C:5]([CH3:16])=[CH:6][CH:7]=[C:8]2[C:13]=1[N:12]=[C:11]([Cl:14])[N:10]=[C:9]2Cl, predict the reaction product. The product is: [Br:3][C:4]1[C:5]([CH3:16])=[CH:6][CH:7]=[C:8]2[C:13]=1[N:12]=[C:11]([Cl:14])[N:10]=[C:9]2[NH2:2]. (2) The product is: [CH2:1]([N:8]1[CH2:13][CH2:12][C:11]([N:21]([C:22]2[CH:27]=[CH:26][CH:25]=[CH:24][CH:23]=2)[C:30](=[O:31])[C:29]([F:40])([F:39])[F:28])([C:14]2[CH:19]=[CH:18][C:17]([CH3:20])=[CH:16][N:15]=2)[CH2:10][CH2:9]1)[C:2]1[CH:3]=[CH:4][CH:5]=[CH:6][CH:7]=1. Given the reactants [CH2:1]([N:8]1[CH2:13][CH2:12][C:11]([NH:21][C:22]2[CH:27]=[CH:26][CH:25]=[CH:24][CH:23]=2)([C:14]2[CH:19]=[CH:18][C:17]([CH3:20])=[CH:16][N:15]=2)[CH2:10][CH2:9]1)[C:2]1[CH:7]=[CH:6][CH:5]=[CH:4][CH:3]=1.[F:28][C:29]([F:40])([F:39])[C:30](O[C:30](=[O:31])[C:29]([F:40])([F:39])[F:28])=[O:31], predict the reaction product. (3) Given the reactants Cl[Si](C)(C)[CH3:3].[NH2:6][C@H:7]1[CH2:13][CH2:12][CH2:11][CH2:10][CH2:9][C@H:8]1[C:14]([OH:16])=[O:15], predict the reaction product. The product is: [CH3:3][O:15][C:14]([C@@H:8]1[CH2:9][CH2:10][CH2:11][CH2:12][CH2:13][C@@H:7]1[NH2:6])=[O:16]. (4) Given the reactants [C:1]([OH:10])(=[O:9])[C@@H:2]([C@H:4]([C:6]([OH:8])=[O:7])[OH:5])[OH:3].[CH3:11][C@@H:12]([NH:22][CH2:23][C@H:24]([OH:35])[C:25]1[CH:26]=[CH:27][C:28]([OH:34])=[C:29]([NH:31][CH:32]=[O:33])[CH:30]=1)[CH2:13][C:14]1[CH:15]=[CH:16][C:17]([O:20][CH3:21])=[CH:18][CH:19]=1.NC1C=C([C@@H](O)CN[C@H](C)CC2C=CC(OC)=CC=2)C=CC=1O, predict the reaction product. The product is: [CH3:11][C@@H:12]([NH:22][CH2:23][C@H:24]([OH:35])[C:25]1[CH:26]=[CH:27][C:28]([OH:34])=[C:29]([NH:31][CH:32]=[O:33])[CH:30]=1)[CH2:13][C:14]1[CH:15]=[CH:16][C:17]([O:20][CH3:21])=[CH:18][CH:19]=1.[C:6]([C@@H:4]([C@H:2]([C:1]([O-:10])=[O:9])[OH:3])[OH:5])([O-:8])=[O:7].